Dataset: Experimentally validated miRNA-target interactions with 360,000+ pairs, plus equal number of negative samples. Task: Binary Classification. Given a miRNA mature sequence and a target amino acid sequence, predict their likelihood of interaction. (1) The miRNA is hsa-miR-2115-3p with sequence CAUCAGAAUUCAUGGAGGCUAG. The protein sequence of the target gene is MKTSRRGRALLAVALNLLALLFATTAFLTTHWCQGTQRVPKPGCGQGGRANCPNSGANATANGTAAPAAAAAAATASGNGPPGGALYSWETGDDRFLFRNFHTGIWYSCEEELSGLGEKCRSFIDLAPASEKGVLWLSVVSEVLYILLLVVGFSLMCLELFHSSNVIDGLKLNAFAAVFTVLSGLLGMVAHMMYTQVFQVTVSLGPEDWRPHSWDYGWSFCLAWGSFTCCMAASVTTLNSYTKTVIEFRHKRKVFEQGYREEPTFIDPEAIKYFRERMEKRDGSEEDFHLDCRHERYPAR.... Result: 0 (no interaction). (2) The miRNA is hsa-miR-939-3p with sequence CCCUGGGCCUCUGCUCCCCAG. The protein sequence of the target gene is MIRTNFLLKQGRRHESKDKSSKRHKSEEHNDKEHSSDKGRERLNSSENGEDRHKRKERKSSRGRSHSRSRSRERRHRSRSRERKKSRSRSRDRKKSRSRSRDRKKSRSRSRDRKRRIRTRSRSRSRHRHRTRSRSRSRSRSRDRKKRIEKPRRFSRSLSRTPSPPPFRGRNTAMDAQEALARRLERAKKLQEQREKEMVEKQKQQEMAAAAAATGGSVLNVAALLASGTQVTPQIAMAAQMAALQAKALAETGIAVPSYYNPAAVNPMKFAEQEKKRKMLWQGKKEGDKSQSAEIWEKLN.... Result: 0 (no interaction). (3) The miRNA is rno-miR-7b with sequence UGGAAGACUUGUGAUUUUGUUGU. The protein sequence of the target gene is MSTPDPPLGGTPRPGPSPGPGPSPGAMLGPSPGPSPGSAHSMMGPSPGPPSAGHPMPTQGPGGYPQDNMHQMHKPMESMHEKGMPDDPRYNQMKGMGMRSGAHTGMAPPPSPMDQHSQGYPSPLGGSEHASSPVPASGPSSGPQMSSGPGGAPLDGSDPQALGQQNRGPTPFNQNQLHQLRAQIMAYKMLARGQPLPDHLQMAVQGKRPMPGMQQQMPTLPPPSVSATGPGPGPGPGPGPGPGPAPPNYSRPHGMGGPNMPPPGPSGVPPGMPGQPPGGPPKPWPEGPMANAAAPTSTPQ.... Result: 0 (no interaction). (4) The miRNA is rno-miR-139-5p with sequence UCUACAGUGCACGUGUCUCCAG. The protein sequence of the target gene is MWPQPRLPPHPAMSEKTQQGKLAAAKKKLKAYWQRKSPGIPAGANRKKKINGSSPDTFTSGGYHSPGDSATGIYGEGRASSTTLQDLESQYQELAVALDSSSAIISQLTENINSLVRTSKEEKKHEIHLVQKLGRSLFKLKNQTAEPLAPQPPAGPSKMEQLQDETNHLRKELESVGRQLQAEVENNQMLSLLNRRQEERLREQEERLREQEERLCEQEERLCEQEERLREQEERLCEQEKLPGQERLLEEVEKLLEQERRQEEQERLLERERLLDEVEELLEQERLRQQDERLWQQETL.... Result: 0 (no interaction). (5) The miRNA is hsa-miR-5689 with sequence AGCAUACACCUGUAGUCCUAGA. The protein sequence of the target gene is MAAAAAETPEVLRECGCKGIRTCLICERQRGSDPPWELPPAKTYRFIYCSDTGWAVGTEESDFEGWAFPFPGVMLIEDFVTREEEAELVRLMDRDPWKLSQSGRRKQDYGPKVNFRKQKLKTEGFCGLPSFSREVVRRMGLYPGLEGFRPVEQCNLDYCPERGSAIDPHLDDAWLWGERLVSLNLLSPTVLSMCREAPGSLLLCSAPSAAPEALVDSVIAPSRSVLCQEVEVAIPLPARSLLVLTGAARHQWKHAIHRRHIEARRVCVTFRELSAEFGPGGRQQELGQELLRIALSFQGR.... Result: 0 (no interaction). (6) The miRNA is hsa-miR-4793-3p with sequence UCUGCACUGUGAGUUGGCUGGCU. The protein sequence of the target gene is MLEPQENGVIDLPDYEHVEDETFPPFPPPASPERQDGEGTEPDEESGNGAPVRVPPKRTVKRNIPKLDAQRLISERGLPALRHVFDKAKFKGKGHEAEDLKMLIRHMEHWAHRLFPKLQFEDFIDRVEYLGSKKEVQTCLKRIRLDLPILHEDFVSNNDEVAENNEHDVTSTELDPFLTNLSESEMFASELSRSLTEEQQQRIERNKQLALERRQAKLLSNSQTLGNDMLMNTPRAHTVEEVNTDEDQKEESNGLNEDILDNPCNDAIANTLNEEETLLDQSFKNVQQQLDATSRNITEA.... Result: 1 (interaction).